From a dataset of Reaction yield outcomes from USPTO patents with 853,638 reactions. Predict the reaction yield, written as a fraction of the theoretical maximum amount of product (1.0 means a 100% yield; for example, 0.34 means a 34% yield). (1) The reactants are Cl[C:2]1[CH:7]=[CH:6][N:5]2[N:8]=[CH:9][C:10]([CH:11]=[O:12])=[C:4]2[N:3]=1.[CH3:13][C:14]1[N:15]([C:19]2[CH:20]=[C:21]([CH:23]=[CH:24][CH:25]=2)[NH2:22])[CH:16]=[CH:17][N:18]=1. The catalyst is O1CCOCC1. The product is [CH3:13][C:14]1[N:15]([C:19]2[CH:20]=[C:21]([NH:22][C:2]3[CH:7]=[CH:6][N:5]4[N:8]=[CH:9][C:10]([CH:11]=[O:12])=[C:4]4[N:3]=3)[CH:23]=[CH:24][CH:25]=2)[CH:16]=[CH:17][N:18]=1. The yield is 0.700. (2) The reactants are C1([NH:7][C:8]([C:10]2[C:11](=[O:23])[N:12]([CH3:22])[C:13]3[C:18]([C:19]=2O)=[CH:17][C:16]([CH3:21])=[CH:15][CH:14]=3)=O)CCCCC1.P(Cl)(Cl)([Cl:26])=O. No catalyst specified. The yield is 0.540. The product is [Cl:26][C:19]1[C:18]2[C:13](=[CH:14][CH:15]=[C:16]([CH3:21])[CH:17]=2)[N:12]([CH3:22])[C:11](=[O:23])[C:10]=1[C:8]#[N:7]. (3) The reactants are C([O:3][C:4](=O)[CH:5]([C:7]1[N:8]=[C:9]([C:14]2[CH:19]=[CH:18][C:17]([C:20]([F:23])([F:22])[F:21])=[CH:16][CH:15]=2)[S:10][C:11]=1[CH2:12][CH3:13])[CH3:6])C.[H-].[Al+3].[Li+].[H-].[H-].[H-]. The catalyst is O1CCCC1. The product is [CH2:12]([C:11]1[S:10][C:9]([C:14]2[CH:15]=[CH:16][C:17]([C:20]([F:23])([F:22])[F:21])=[CH:18][CH:19]=2)=[N:8][C:7]=1[CH:5]([CH3:6])[CH2:4][OH:3])[CH3:13]. The yield is 0.950. (4) The reactants are [CH2:1]([O:5][C:6]1[CH:10]=[C:9](/[CH:11]=[CH:12]/[C:13]([OH:15])=O)[N:8]([CH2:16][C:17]2[CH:22]=[CH:21][C:20]([Cl:23])=[CH:19][C:18]=2[Cl:24])[N:7]=1)[CH2:2][CH2:3][CH3:4].[CH2:25]([S:30]([NH2:33])(=[O:32])=[O:31])[CH2:26][CH2:27][CH2:28][CH3:29].N12CCCN=C1CCCCC2. The catalyst is O1CCCC1. The product is [CH2:1]([O:5][C:6]1[CH:10]=[C:9](/[CH:11]=[CH:12]/[C:13]([NH:33][S:30]([CH2:25][CH2:26][CH2:27][CH2:28][CH3:29])(=[O:32])=[O:31])=[O:15])[N:8]([CH2:16][C:17]2[CH:22]=[CH:21][C:20]([Cl:23])=[CH:19][C:18]=2[Cl:24])[N:7]=1)[CH2:2][CH2:3][CH3:4]. The yield is 0.300. (5) The reactants are [Br:1][C:2]1[CH:7]=[CH:6][C:5]([NH:8][C:9](=[CH:14][C:15]([O-:17])=O)[C:10]([O:12][CH3:13])=[O:11])=[C:4]([O:18][CH3:19])[CH:3]=1. The catalyst is C1(OC2C=CC=CC=2)C=CC=CC=1. The product is [CH3:13][O:12][C:10]([C:9]1[CH:14]=[C:15]([OH:17])[C:6]2[C:5](=[C:4]([O:18][CH3:19])[CH:3]=[C:2]([Br:1])[CH:7]=2)[N:8]=1)=[O:11]. The yield is 0.640. (6) The reactants are C(=O)([O-])[O-].[Na+].[Na+].O.[NH2:8][C:9]1[CH:10]=[C:11](B(O)O)[CH:12]=[CH:13][CH:14]=1.C1(P(C2C=CC=CC=2)C2C=CC=CC=2)C=CC=CC=1.[Cl:37][C:38]1[N:47]=[C:46](Cl)[C:45]2[C:40](=[CH:41][C:42]([O:51][CH3:52])=[C:43]([O:49][CH3:50])[CH:44]=2)[N:39]=1.[Cl-].[Na+]. The catalyst is O1CCCC1.Cl[Pd]Cl.O. The product is [Cl:37][C:38]1[N:47]=[C:46]([C:13]2[CH:14]=[C:9]([NH2:8])[CH:10]=[CH:11][CH:12]=2)[C:45]2[C:40](=[CH:41][C:42]([O:51][CH3:52])=[C:43]([O:49][CH3:50])[CH:44]=2)[N:39]=1. The yield is 0.621.